From a dataset of Forward reaction prediction with 1.9M reactions from USPTO patents (1976-2016). Predict the product of the given reaction. (1) Given the reactants [NH2:1][C:2]1[S:3][C:4]2[C:9]([N:10]=1)=[CH:8][CH:7]=[C:6]([O:11][C:12]1[C:13]([Cl:33])=[CH:14][C:15]([F:32])=[C:16]([NH:18][C:19](=[O:31])[C:20]3[CH:25]=[CH:24][CH:23]=[C:22]([C:26]([C:29]#[N:30])([CH3:28])[CH3:27])[CH:21]=3)[CH:17]=1)[N:5]=2.CC(N(C)C)=O.[C:40]1(/[CH:46]=[CH:47]/[C:48](Cl)=[O:49])[CH:45]=[CH:44][CH:43]=[CH:42][CH:41]=1, predict the reaction product. The product is: [Cl:33][C:13]1[C:12]([O:11][C:6]2[N:5]=[C:4]3[S:3][C:2]([NH:1][C:48](=[O:49])/[CH:47]=[CH:46]/[C:40]4[CH:45]=[CH:44][CH:43]=[CH:42][CH:41]=4)=[N:10][C:9]3=[CH:8][CH:7]=2)=[CH:17][C:16]([NH:18][C:19](=[O:31])[C:20]2[CH:25]=[CH:24][CH:23]=[C:22]([C:26]([C:29]#[N:30])([CH3:28])[CH3:27])[CH:21]=2)=[C:15]([F:32])[CH:14]=1. (2) Given the reactants [Br:1][C:2]1[CH:7]=[C:6]([CH2:8][NH2:9])[CH:5]=[CH:4][N:3]=1.[C:10]([O:14][C:15]([N:17]1[CH2:21][C@H:20]([F:22])[CH2:19][C@H:18]1[C:23](O)=[O:24])=[O:16])([CH3:13])([CH3:12])[CH3:11].CN(C(ON1N=NC2C=CC=NC1=2)=[N+](C)C)C.F[P-](F)(F)(F)(F)F.C(N(CC)CC)C, predict the reaction product. The product is: [Br:1][C:2]1[CH:7]=[C:6]([CH2:8][NH:9][C:23]([C@@H:18]2[CH2:19][C@@H:20]([F:22])[CH2:21][N:17]2[C:15]([O:14][C:10]([CH3:13])([CH3:12])[CH3:11])=[O:16])=[O:24])[CH:5]=[CH:4][N:3]=1. (3) Given the reactants O.[OH-].[Li+].[C:4]([C:12]1[N:17]=[C:16]2[S:18][C:19]([C:21]3[CH:26]=[CH:25][C:24]([CH2:27][N:28]4[CH2:31][CH:30]([C:32]([O:34]C)=[O:33])[CH2:29]4)=[CH:23][C:22]=3[F:36])=[N:20][C:15]2=[CH:14][CH:13]=1)(=[O:11])[C:5]1[CH:10]=[CH:9][CH:8]=[CH:7][CH:6]=1.Cl.P([O-])([O-])([O-])=O, predict the reaction product. The product is: [C:4]([C:12]1[N:17]=[C:16]2[S:18][C:19]([C:21]3[CH:26]=[CH:25][C:24]([CH2:27][N:28]4[CH2:31][CH:30]([C:32]([OH:34])=[O:33])[CH2:29]4)=[CH:23][C:22]=3[F:36])=[N:20][C:15]2=[CH:14][CH:13]=1)(=[O:11])[C:5]1[CH:6]=[CH:7][CH:8]=[CH:9][CH:10]=1. (4) Given the reactants [H-].[Na+].[C:3]([C:5]1[CH:6]=[C:7]2[C:11](=[CH:12][CH:13]=1)[NH:10][C:9](=[O:14])[CH2:8]2)#[N:4].[Cl:15][C:16]1[C:25]2[C:20](=[CH:21][C:22]([O:26][CH2:27][CH2:28][CH2:29][N:30]3[CH2:35][CH2:34][N:33]([CH3:36])[CH2:32][CH2:31]3)=[CH:23][CH:24]=2)[N:19]=[CH:18][N:17]=1, predict the reaction product. The product is: [ClH:15].[ClH:15].[CH3:36][N:33]1[CH2:32][CH2:31][N:30]([CH2:29][CH2:28][CH2:27][O:26][C:22]2[CH:21]=[C:20]3[C:25]([C:16]([CH:8]4[C:7]5[C:11](=[CH:12][CH:13]=[C:5]([C:3]#[N:4])[CH:6]=5)[NH:10][C:9]4=[O:14])=[N:17][CH:18]=[N:19]3)=[CH:24][CH:23]=2)[CH2:35][CH2:34]1. (5) Given the reactants [CH:1]([C:3]1[NH:4][CH:5]=[CH:6][C:7]=1[C:8]1[CH:13]=[CH:12][C:11]([CH3:14])=[CH:10][CH:9]=1)=O.CC([O-])=[O:17].[K+].Cl.[CH3:21][NH2:22].[BH4-].[Na+].[OH2:25], predict the reaction product. The product is: [N+:22]([CH2:21][CH2:1][C:3]1[NH:4][CH:5]=[CH:6][C:7]=1[C:8]1[CH:13]=[CH:12][C:11]([CH3:14])=[CH:10][CH:9]=1)([O-:17])=[O:25]. (6) Given the reactants [ClH:1].Cl.[NH2:3][CH:4]1[CH2:9][CH2:8][N:7]([CH2:10][C@H:11]2[N:22]3[C:23]4[N:14]([C:15](=[O:25])[CH:16]=[N:17][C:18]=4[CH:19]=[CH:20][C:21]3=[O:24])[CH2:13][CH2:12]2)[CH2:6][CH2:5]1.[CH:26]([C:28]1[CH:29]=[C:30]([C:38]#[N:39])[C:31]2[O:36][CH2:35][CH2:34][O:33][C:32]=2[CH:37]=1)=O.C(O)(=O)C.C([O-])(=O)C.[Na+], predict the reaction product. The product is: [ClH:1].[ClH:1].[O:25]=[C:15]1[N:14]2[C:23]3[N:22]([C@H:11]([CH2:10][N:7]4[CH2:8][CH2:9][CH:4]([NH:3][CH2:26][C:28]5[CH:29]=[C:30]([C:38]#[N:39])[C:31]6[O:36][CH2:35][CH2:34][O:33][C:32]=6[CH:37]=5)[CH2:5][CH2:6]4)[CH2:12][CH2:13]2)[C:21](=[O:24])[CH:20]=[CH:19][C:18]=3[N:17]=[CH:16]1. (7) Given the reactants [C:1]([C:3]1([C:6]2[CH:7]=[C:8]([CH:12]=[CH:13][CH:14]=2)[C:9](Cl)=[O:10])[CH2:5][CH2:4]1)#[N:2].[NH2:15][C:16]1[CH:17]=[CH:18][C:19]([CH3:38])=[C:20]([CH:37]=1)[O:21][C:22]1[CH:23]=[CH:24][C:25]2[N:26]([N:28]=[C:29]([NH:31][C:32]([CH:34]3[CH2:36][CH2:35]3)=[O:33])[N:30]=2)[CH:27]=1, predict the reaction product. The product is: [C:1]([C:3]1([C:6]2[CH:7]=[C:8]([CH:12]=[CH:13][CH:14]=2)[C:9]([NH:15][C:16]2[CH:17]=[CH:18][C:19]([CH3:38])=[C:20]([O:21][C:22]3[CH:23]=[CH:24][C:25]4[N:26]([N:28]=[C:29]([NH:31][C:32]([CH:34]5[CH2:36][CH2:35]5)=[O:33])[N:30]=4)[CH:27]=3)[CH:37]=2)=[O:10])[CH2:5][CH2:4]1)#[N:2]. (8) Given the reactants [F:1][C:2]1[CH:38]=[CH:37][C:5]([CH2:6][NH:7][C:8]([C:10]2[C:18]3[C:13](=[CH:14][C:15]([C:19]([NH:21][CH2:22][C:23]([OH:26])([CH3:25])[CH3:24])=O)=[CH:16][CH:17]=3)[N:12]([CH2:27][C:28]3[CH:33]=[CH:32][CH:31]=[CH:30][N:29]=3)[C:11]=2[CH:34]([CH3:36])[CH3:35])=[O:9])=[CH:4][CH:3]=1.C(N1C2C(=CC=C(C(NCC(O)(C)C)=O)C=2)C(C(NCC2C=CC(F)=C(F)C=2)=O)=C1C(C)C)C1C=CC=CC=1.O=P12OP3(OP(OP(O3)(O1)=O)(=O)O2)=O, predict the reaction product. The product is: [CH3:25][C:23]1([CH3:24])[O:26][C:19]([C:15]2[CH:14]=[C:13]3[C:18]([C:10]([C:8]([NH:7][CH2:6][C:5]4[CH:4]=[CH:3][C:2]([F:1])=[CH:38][CH:37]=4)=[O:9])=[C:11]([CH:34]([CH3:36])[CH3:35])[N:12]3[CH2:27][C:28]3[CH:33]=[CH:32][CH:31]=[CH:30][N:29]=3)=[CH:17][CH:16]=2)=[N:21][CH2:22]1. (9) Given the reactants [Br:1][C:2]1[CH:7]=[C:6]([O:8][CH3:9])[C:5]([OH:10])=[C:4]([CH2:11][OH:12])[CH:3]=1.[H-].[Na+].Br[CH2:16]Cl.[I-].[Na+].[Cl-].[NH4+], predict the reaction product. The product is: [Br:1][C:2]1[CH:7]=[C:6]([O:8][CH3:9])[C:5]2[O:10][CH2:16][O:12][CH2:11][C:4]=2[CH:3]=1. (10) Given the reactants [Br:1][C:2]1[CH:3]=[N:4][N:5]2[C:10](Cl)=[C:9]([C:12]([O:14][CH2:15][CH3:16])=[O:13])[CH:8]=[N:7][C:6]=12.[F:17][C:18]1[CH:24]=[CH:23][C:21]([NH2:22])=[C:20]([CH3:25])[CH:19]=1, predict the reaction product. The product is: [Br:1][C:2]1[CH:3]=[N:4][N:5]2[C:10]([NH:22][C:21]3[CH:23]=[CH:24][C:18]([F:17])=[CH:19][C:20]=3[CH3:25])=[C:9]([C:12]([O:14][CH2:15][CH3:16])=[O:13])[CH:8]=[N:7][C:6]=12.